From a dataset of Reaction yield outcomes from USPTO patents with 853,638 reactions. Predict the reaction yield, written as a fraction of the theoretical maximum amount of product (1.0 means a 100% yield; for example, 0.34 means a 34% yield). (1) The reactants are [C:1]([O:5][C:6]([NH:8][C@:9]12[CH2:53][CH2:52][C@@H:51]([C:54]([CH3:56])=[CH2:55])[C@@H:10]1[C@@H:11]1[C@@:24]([CH3:27])([CH2:25][CH2:26]2)[C@@:23]2([CH3:28])[C@@H:14]([C@:15]3([CH3:50])[C@@H:20]([CH2:21][CH2:22]2)[C:19]([CH3:30])([CH3:29])[C:18]([C:31]2[CH2:49][C:33]4([CH2:36][C:35]([C:43]([O:45]C(C)C)=[O:44])([C:37]([O:39]C(C)C)=[O:38])[CH2:34]4)[CH:32]=2)=[CH:17][CH2:16]3)[CH2:13][CH2:12]1)=[O:7])([CH3:4])([CH3:3])[CH3:2].[OH-].[Na+]. The catalyst is O1CCOCC1.CO. The product is [C:1]([O:5][C:6]([NH:8][C@:9]12[CH2:53][CH2:52][C@@H:51]([C:54]([CH3:56])=[CH2:55])[C@@H:10]1[C@@H:11]1[C@@:24]([CH3:27])([CH2:25][CH2:26]2)[C@@:23]2([CH3:28])[C@@H:14]([C@:15]3([CH3:50])[C@@H:20]([CH2:21][CH2:22]2)[C:19]([CH3:30])([CH3:29])[C:18]([C:31]2[CH2:49][C:33]4([CH2:36][C:35]([C:43]([OH:45])=[O:44])([C:37]([OH:39])=[O:38])[CH2:34]4)[CH:32]=2)=[CH:17][CH2:16]3)[CH2:13][CH2:12]1)=[O:7])([CH3:2])([CH3:3])[CH3:4]. The yield is 0.880. (2) The reactants are [C:1]([O:5][C:6]([CH:8]1[CH2:14][CH2:13][C:12]2[CH:15]=[CH:16][C:17]([O:19][CH3:20])=[CH:18][C:11]=2[NH:10][C:9]1=[O:21])=[O:7])([CH3:4])([CH3:3])[CH3:2].C(=O)([O-])[O-].[Cs+].[Cs+].I[CH2:29][C:30]#[N:31].O. The catalyst is C(#N)C. The product is [C:1]([O:5][C:6]([CH:8]1[CH2:14][CH2:13][C:12]2[CH:15]=[CH:16][C:17]([O:19][CH3:20])=[CH:18][C:11]=2[N:10]([CH2:29][C:30]#[N:31])[C:9]1=[O:21])=[O:7])([CH3:4])([CH3:3])[CH3:2]. The yield is 0.920. (3) The reactants are Cl[C:2]1[S:6][N:5]=[C:4]([N:7]2[CH2:12][CH2:11][CH:10]([NH:13][C:14](=[O:20])[O:15][C:16]([CH3:19])([CH3:18])[CH3:17])[CH2:9][CH2:8]2)[N:3]=1.FC(F)(F)C(O)=O.[O:28]1[C:32]2[CH:33]=[CH:34][CH:35]=[CH:36][C:31]=2[C:30]([NH:37][C:38]([N:40]2[CH2:45][CH2:44][NH:43][CH2:42][CH2:41]2)=[O:39])=[N:29]1.C(N(CC)CC)C.O. The catalyst is CN(C)C=O. The product is [O:28]1[C:32]2[CH:33]=[CH:34][CH:35]=[CH:36][C:31]=2[C:30]([NH:37][C:38]([N:40]2[CH2:45][CH2:44][N:43]([C:2]3[S:6][N:5]=[C:4]([N:7]4[CH2:12][CH2:11][CH:10]([NH:13][C:14](=[O:20])[O:15][C:16]([CH3:19])([CH3:18])[CH3:17])[CH2:9][CH2:8]4)[N:3]=3)[CH2:42][CH2:41]2)=[O:39])=[N:29]1. The yield is 0.456. (4) The reactants are C(O)(=O)C.[CH:5]1([O:10][C:11]2[CH:12]=[C:13]([CH:16]=[CH:17][C:18]=2[O:19][CH3:20])[CH:14]=O)[CH2:9][CH2:8][CH2:7][CH2:6]1.[Br:21][C:22]1[CH:23]=[C:24]([NH2:28])[CH:25]=[N:26][CH:27]=1.C(O[BH-](OC(=O)C)OC(=O)C)(=O)C.[Na+]. The catalyst is ClCCCl. The product is [Br:21][C:22]1[CH:23]=[C:24]([NH:28][CH2:14][C:13]2[CH:16]=[CH:17][C:18]([O:19][CH3:20])=[C:11]([O:10][CH:5]3[CH2:9][CH2:8][CH2:7][CH2:6]3)[CH:12]=2)[CH:25]=[N:26][CH:27]=1. The yield is 0.410. (5) The reactants are FC(F)(F)S(O[C:7]1[CH:12]=[CH:11][N:10]=[C:9]([NH:13][C:14]2[CH:19]=[CH:18][C:17]([C:20]#[N:21])=[CH:16][CH:15]=2)[N:8]=1)(=O)=O.[Cl:24][C:25]1[CH:30]=[C:29]([C:31]([F:34])([F:33])[F:32])[CH:28]=[C:27]([Cl:35])[C:26]=1[NH2:36]. The catalyst is O1CCOCC1. The product is [Cl:24][C:25]1[CH:30]=[C:29]([C:31]([F:34])([F:32])[F:33])[CH:28]=[C:27]([Cl:35])[C:26]=1[NH:36][C:7]1[CH:12]=[CH:11][N:10]=[C:9]([NH:13][C:14]2[CH:15]=[CH:16][C:17]([C:20]#[N:21])=[CH:18][CH:19]=2)[N:8]=1. The yield is 0.0920. (6) The reactants are FC1C=CC=CC=1C1C=CN(C)N=1.[F:14][C:15]1[CH:20]=[CH:19][CH:18]=[CH:17][C:16]=1[C:21]1[N:25]([CH3:26])[N:24]=[CH:23][CH:22]=1.[Br:27]Br. The catalyst is C(Cl)(Cl)Cl. The product is [Br:27][C:22]1[CH:23]=[N:24][N:25]([CH3:26])[C:21]=1[C:16]1[CH:17]=[CH:18][CH:19]=[CH:20][C:15]=1[F:14]. The yield is 0.280. (7) The reactants are P(Cl)(Cl)(Cl)(Cl)[Cl:2].[I:7][C:8]1[CH:26]=[CH:25][C:11]([C:12]([NH:14][CH2:15][CH2:16][C:17]2[CH:22]=[CH:21][CH:20]=[C:19]([O:23][CH3:24])[CH:18]=2)=O)=[CH:10][CH:9]=1.CCCCCC.CCOCC. The catalyst is C(Cl)(Cl)Cl. The product is [ClH:2].[I:7][C:8]1[CH:26]=[CH:25][C:11]([C:12]2[C:22]3[C:17](=[CH:18][C:19]([O:23][CH3:24])=[CH:20][CH:21]=3)[CH2:16][CH2:15][N:14]=2)=[CH:10][CH:9]=1. The yield is 0.720. (8) The reactants are [CH3:1][CH:2]([CH3:5])[CH2:3][OH:4].F[C:7]1[CH:12]=[CH:11][CH:10]=[CH:9][C:8]=1[N+:13]([O-:15])=[O:14].[CH3:16][CH:17]([CH3:27])[CH2:18][O:19][C:20]1[CH:26]=[CH:25][CH:24]=[CH:23][C:21]=1[NH2:22].[NH2:28][C:29]1[S:30][CH:31]=[CH:32][N:33]=1. No catalyst specified. The product is [CH3:1][CH:2]([CH3:5])[CH2:3][O:4][C:7]1[CH:12]=[CH:11][CH:10]=[CH:9][C:8]=1[N+:13]([O-:15])=[O:14].[CH3:16][CH:17]([CH3:27])[CH2:18][O:19][C:20]1[CH:26]=[CH:25][CH:24]=[CH:23][C:21]=1[NH:22][C:3]([NH:28][C:29]1[S:30][CH:31]=[CH:32][N:33]=1)=[O:4]. The yield is 0.750. (9) The reactants are Br[CH:2]1[CH2:7][CH2:6][CH2:5][CH2:4][CH2:3]1.[O:8]=[CH:9][C:10]1[CH:18]=[CH:17][C:15]([OH:16])=[C:12]([O:13][CH3:14])[CH:11]=1.C(=O)([O-])[O-].[K+].[K+].[I-].[Na+]. The yield is 0.370. The product is [CH:2]1([O:16][C:15]2[CH:17]=[CH:18][C:10]([CH:9]=[O:8])=[CH:11][C:12]=2[O:13][CH3:14])[CH2:7][CH2:6][CH2:5][CH2:4][CH2:3]1. The catalyst is CCO.